From a dataset of Catalyst prediction with 721,799 reactions and 888 catalyst types from USPTO. Predict which catalyst facilitates the given reaction. Reactant: [C:1]([O:5][C:6]([NH:8][C@@H:9]1[C@H:14]([NH:15][C:16]2[N:21]=[C:20](Cl)[C:19]3[C:23](=[O:33])[N:24]([C:26]([O:28][C:29]([CH3:32])([CH3:31])[CH3:30])=[O:27])[CH2:25][C:18]=3[C:17]=2[F:34])[CH2:13][CH2:12][O:11][CH2:10]1)=[O:7])([CH3:4])([CH3:3])[CH3:2].[B-](F)(F)(F)[CH2:36][CH2:37][C:38]1[CH:43]=[CH:42][CH:41]=[CH:40][CH:39]=1.[K+].C(=O)([O-])[O-].[Na+].[Na+]. Product: [C:1]([O:5][C:6]([NH:8][C@@H:9]1[C@H:14]([NH:15][C:16]2[N:21]=[C:20]([CH2:36][CH2:37][C:38]3[CH:43]=[CH:42][CH:41]=[CH:40][CH:39]=3)[C:19]3[C:23](=[O:33])[N:24]([C:26]([O:28][C:29]([CH3:32])([CH3:31])[CH3:30])=[O:27])[CH2:25][C:18]=3[C:17]=2[F:34])[CH2:13][CH2:12][O:11][CH2:10]1)=[O:7])([CH3:4])([CH3:3])[CH3:2]. The catalyst class is: 551.